Task: Predict which catalyst facilitates the given reaction.. Dataset: Catalyst prediction with 721,799 reactions and 888 catalyst types from USPTO Reactant: [F:1][C@H:2]1[C@@H:7]([O:8][C:9]2[CH:16]=[CH:15][C:14]([C:17]3[N:22]=[C:21]([NH:23][C:24]4[CH:29]=[CH:28][C:27]([N:30]5[CH2:35][CH2:34][N:33]([CH:36]6[CH2:39][O:38][CH2:37]6)[CH2:32][CH2:31]5)=[CH:26][CH:25]=4)[N:20]=[CH:19][N:18]=3)=[CH:13][C:10]=2[C:11]#[N:12])[CH2:6][CH2:5][NH:4][CH2:3]1.[C:40]([CH2:42][CH2:43][C:44](O)=[O:45])#[N:41].CN(C(ON1N=NC2C=CC=NC1=2)=[N+](C)C)C.F[P-](F)(F)(F)(F)F.CCN(C(C)C)C(C)C. Product: [C:40]([CH2:42][CH2:43][C:44]([N:4]1[CH2:5][CH2:6][C@H:7]([O:8][C:9]2[CH:16]=[CH:15][C:14]([C:17]3[N:22]=[C:21]([NH:23][C:24]4[CH:29]=[CH:28][C:27]([N:30]5[CH2:31][CH2:32][N:33]([CH:36]6[CH2:39][O:38][CH2:37]6)[CH2:34][CH2:35]5)=[CH:26][CH:25]=4)[N:20]=[CH:19][N:18]=3)=[CH:13][C:10]=2[C:11]#[N:12])[C@H:2]([F:1])[CH2:3]1)=[O:45])#[N:41]. The catalyst class is: 3.